Dataset: Reaction yield outcomes from USPTO patents with 853,638 reactions. Task: Predict the reaction yield, written as a fraction of the theoretical maximum amount of product (1.0 means a 100% yield; for example, 0.34 means a 34% yield). (1) The reactants are [CH2:1]([N:3]1[CH2:8][C:7]([CH3:10])([CH3:9])[O:6][C:5](=[O:11])[CH:4]1[CH2:12][C:13]([OH:15])=O)[CH3:2].C(N(C(C)C)CC)(C)C.CN(C(ON1N=NC2C=CC=NC1=2)=[N+](C)C)C.F[P-](F)(F)(F)(F)F.[NH2:49][C:50]1[CH:55]=[CH:54][N:53]=[CH:52][N:51]=1. The catalyst is CN(C=O)C. The product is [CH2:1]([N:3]1[CH2:8][C:7]([CH3:9])([CH3:10])[O:6][C:5](=[O:11])[CH:4]1[CH2:12][C:13]([NH:49][C:50]1[CH:55]=[CH:54][N:53]=[CH:52][N:51]=1)=[O:15])[CH3:2]. The yield is 0.190. (2) The reactants are [CH3:1][O:2][C:3]1[C:8]([O:9][CH3:10])=[CH:7][CH:6]=[CH:5][C:4]=1[OH:11].F[C:13]1[CH:18]=[CH:17][CH:16]=[CH:15][C:14]=1[N+:19]([O-:21])=[O:20].[CH3:22][O:23][C:24]1[C:37]([O:38][CH3:39])=[CH:36][CH:35]=[CH:34][C:25]=1[O:26][C:27]1[CH:33]=[CH:32][CH:31]=[CH:30][C:28]=1[NH2:29].[NH2:40][C:41]1[S:42][CH:43]=[CH:44][N:45]=1. No catalyst specified. The product is [CH3:1][O:2][C:3]1[C:8]([O:9][CH3:10])=[CH:7][CH:6]=[CH:5][C:4]=1[O:11][C:13]1[CH:18]=[CH:17][CH:16]=[CH:15][C:14]=1[N+:19]([O-:21])=[O:20].[CH3:22][O:23][C:24]1[C:37]([O:38][CH3:39])=[CH:36][CH:35]=[CH:34][C:25]=1[O:26][C:27]1[CH:33]=[CH:32][CH:31]=[CH:30][C:28]=1[NH:29][C:4]([NH:40][C:41]1[S:42][CH:43]=[CH:44][N:45]=1)=[O:11]. The yield is 0.640. (3) The reactants are C([Li])CCC.C(NC(C)C)(C)C.[Cl:13][C:14]1[CH:19]=[CH:18][CH:17]=[CH:16][N:15]=1.[CH:20](=[O:22])[CH3:21]. The catalyst is C1COCC1.Cl.O. The product is [Cl:13][C:14]1[C:19]([CH:20]([OH:22])[CH3:21])=[CH:18][CH:17]=[CH:16][N:15]=1. The yield is 0.640. (4) The reactants are CN(C=O)C.[H-].[Na+].[CH3:8][N:9]1[CH2:22][CH2:21][C:12]2[NH:13][C:14]3[CH:15]=[CH:16][C:17]([CH3:20])=[CH:18][C:19]=3[C:11]=2[CH2:10]1.Br[CH2:24][CH2:25][CH2:26][C:27]1[CH:28]=[CH:29][C:30]([C:33]([F:36])([F:35])[F:34])=[N:31][CH:32]=1. The catalyst is O. The product is [F:36][C:33]([F:34])([F:35])[C:30]1[N:31]=[CH:32][C:27]([CH2:26][CH2:25][CH2:24][N:13]2[C:14]3[CH:15]=[CH:16][C:17]([CH3:20])=[CH:18][C:19]=3[C:11]3[CH2:10][N:9]([CH3:8])[CH2:22][CH2:21][C:12]2=3)=[CH:28][CH:29]=1. The yield is 0.200. (5) The reactants are [N:1]1[CH:2]=[CH:3][N:4]2[CH2:9][CH2:8][NH:7][CH2:6][C:5]=12.C(N(CC)CC)C.[Cl:17][C:18]1[C:26]([C:27]([F:30])([F:29])[F:28])=[CH:25][CH:24]=[CH:23][C:19]=1[C:20](Cl)=[O:21]. The catalyst is ClCCl. The product is [Cl:17][C:18]1[C:26]([C:27]([F:29])([F:30])[F:28])=[CH:25][CH:24]=[CH:23][C:19]=1[C:20]([N:7]1[CH2:8][CH2:9][N:4]2[CH:3]=[CH:2][N:1]=[C:5]2[CH2:6]1)=[O:21]. The yield is 0.494. (6) The reactants are C[O:2][C:3](=O)[CH2:4][CH2:5][CH2:6][N:7]1[CH2:11][CH2:10][CH2:9][C@H:8]1[CH2:12][O:13][C:14]1[CH:19]=[CH:18][C:17]([CH2:20][C:21]2[CH:26]=[CH:25][CH:24]=[CH:23][CH:22]=2)=[CH:16][CH:15]=1.[H-].C([Al+]CC(C)C)C(C)C.CC(O)=O. The catalyst is C1(C)C=CC=CC=1. The product is [CH2:20]([C:17]1[CH:18]=[CH:19][C:14]([O:13][CH2:12][C@@H:8]2[CH2:9][CH2:10][CH2:11][N:7]2[CH2:6][CH2:5][CH2:4][CH2:3][OH:2])=[CH:15][CH:16]=1)[C:21]1[CH:22]=[CH:23][CH:24]=[CH:25][CH:26]=1. The yield is 0.790. (7) The reactants are [Cl:1][C:2]1[CH:3]=[C:4]([CH:9]([C:26]2([OH:32])[CH2:31][CH2:30][CH2:29][CH2:28][CH2:27]2)[C:10]([N:12]2[CH2:17][CH2:16][CH:15]([NH:18][C:19](=[O:25])[O:20][C:21]([CH3:24])([CH3:23])[CH3:22])[CH2:14][CH2:13]2)=O)[CH:5]=[CH:6][C:7]=1[Cl:8].B. The catalyst is O1CCCC1. The product is [Cl:1][C:2]1[CH:3]=[C:4]([CH:9]([C:26]2([OH:32])[CH2:27][CH2:28][CH2:29][CH2:30][CH2:31]2)[CH2:10][N:12]2[CH2:17][CH2:16][CH:15]([NH:18][C:19](=[O:25])[O:20][C:21]([CH3:24])([CH3:22])[CH3:23])[CH2:14][CH2:13]2)[CH:5]=[CH:6][C:7]=1[Cl:8]. The yield is 0.530.